From a dataset of Forward reaction prediction with 1.9M reactions from USPTO patents (1976-2016). Predict the product of the given reaction. (1) The product is: [F:40][C:23]1[C:24]([N:28]2[CH2:29][C:30]3[C:31](=[CH:35][C:36]([CH3:39])=[CH:37][CH:38]=3)[C:32]2=[O:34])=[CH:25][CH:26]=[CH:27][C:22]=1[C:7]1[C:8]2[C:16]3[C:11](=[CH:12][C:13]([O:17][CH2:18][CH2:19][O:20][CH3:21])=[CH:14][CH:15]=3)[NH:10][C:9]=2[C:4]([C:1]([NH2:2])=[O:3])=[N:5][CH:6]=1. Given the reactants [C:1]([C:4]1[C:9]2[NH:10][C:11]3[C:16]([C:8]=2[C:7]([C:22]2[C:23]([F:40])=[C:24]([NH:28][CH2:29][C:30]4[CH:38]=[CH:37][C:36]([CH3:39])=[CH:35][C:31]=4[C:32]([OH:34])=O)[CH:25]=[CH:26][CH:27]=2)=[CH:6][N:5]=1)=[CH:15][CH:14]=[C:13]([O:17][CH2:18][CH2:19][O:20][CH3:21])[CH:12]=3)(=[O:3])[NH2:2].F[P-](F)(F)(F)(F)F.N1(O[P+](N(C)C)(N(C)C)N(C)C)C2C=CC=CC=2N=N1.CCN(C(C)C)C(C)C.CN1CCOCC1, predict the reaction product. (2) The product is: [CH2:15]([O:4][C:3](=[O:5])[C:2]([NH2:1])([C:7]1[CH:8]=[CH:9][C:10]([Br:13])=[CH:11][CH:12]=1)[CH3:6])[CH3:16]. Given the reactants [NH2:1][C:2]([C:7]1[CH:12]=[CH:11][C:10]([Br:13])=[CH:9][CH:8]=1)([CH3:6])[C:3]([OH:5])=[O:4].Cl.[CH2:15](O)[CH3:16], predict the reaction product. (3) Given the reactants N#N.[NH:3]1[C:9]2[CH:10]=[CH:11][CH:12]=[CH:13][C:8]=2[CH2:7][CH2:6][CH2:5][C:4]1=O.[H-].[H-].[H-].[H-].[Li+].[Al+3], predict the reaction product. The product is: [NH:3]1[CH2:4][CH2:5][CH2:6][CH2:7][C:8]2[CH:13]=[CH:12][CH:11]=[CH:10][C:9]1=2. (4) Given the reactants [F:1][C:2]([F:21])([C:7]1[O:8][C:9]2[C:10](=[C:12]([C:16]([O:18]CC)=[O:17])[CH:13]=[CH:14][CH:15]=2)[N:11]=1)[C:3]([F:6])([F:5])[F:4].O1CCCC1.[OH-].[Na+].Cl, predict the reaction product. The product is: [F:21][C:2]([F:1])([C:7]1[O:8][C:9]2[C:10](=[C:12]([C:16]([OH:18])=[O:17])[CH:13]=[CH:14][CH:15]=2)[N:11]=1)[C:3]([F:6])([F:5])[F:4]. (5) Given the reactants [Cl:1][C:2]1[C:7]([C:8]([F:11])([F:10])[F:9])=[CH:6][CH:5]=[CH:4][C:3]=1[CH2:12][NH:13][C:14](=[O:22])[CH2:15][C:16]1[N:20]([CH3:21])[N:19]=[CH:18][CH:17]=1.[Br:23]N1C(=O)CCC1=O, predict the reaction product. The product is: [Br:23][C:17]1[CH:18]=[N:19][N:20]([CH3:21])[C:16]=1[CH2:15][C:14]([NH:13][CH2:12][C:3]1[CH:4]=[CH:5][CH:6]=[C:7]([C:8]([F:10])([F:11])[F:9])[C:2]=1[Cl:1])=[O:22]. (6) Given the reactants [F:1][C:2]1[CH:10]=[CH:9][C:8]([F:11])=[CH:7][C:3]=1[C:4]([OH:6])=[O:5].S(Cl)(Cl)=O.[CH3:16]O, predict the reaction product. The product is: [CH3:16][O:5][C:4](=[O:6])[C:3]1[CH:7]=[C:8]([F:11])[CH:9]=[CH:10][C:2]=1[F:1]. (7) Given the reactants [CH3:1][O:2][C:3]1[CH:16]=[CH:15][C:14]([O:17][CH3:18])=[CH:13][C:4]=1[CH2:5][NH:6][CH2:7][CH:8](OC)OC.[CH:19](=O)[C:20]1[CH:29]=[CH:28][C:25]([O:26][CH3:27])=[C:22]([O:23][CH3:24])[CH:21]=1.[ClH:31], predict the reaction product. The product is: [ClH:31].[CH3:18][O:17][C:14]1[CH:15]=[CH:16][C:3]([O:2][CH3:1])=[C:4]2[C:13]=1[C:8]1[CH2:19][C:20]3[CH:29]=[CH:28][C:25]([O:26][CH3:27])=[C:22]([O:23][CH3:24])[C:21]=3[C:7]=1[N:6]=[CH:5]2. (8) Given the reactants [CH2:1]([N:8]1[CH:16]=[N:15][C:14]2[C:9]1=[N:10][C:11](Cl)=[N:12][C:13]=2[NH2:17])[C:2]1[CH:7]=[CH:6][CH:5]=[CH:4][CH:3]=1.O.[NH2:20][CH2:21][CH2:22][OH:23], predict the reaction product. The product is: [CH2:1]([N:8]1[CH:16]=[N:15][C:14]2[C:9]1=[N:10][C:11]([NH:20][CH2:21][CH2:22][OH:23])=[N:12][C:13]=2[NH2:17])[C:2]1[CH:7]=[CH:6][CH:5]=[CH:4][CH:3]=1.